Dataset: hERG Central: cardiac toxicity at 1µM, 10µM, and general inhibition. Task: Predict hERG channel inhibition at various concentrations. The molecule is COc1ccccc1NC(=O)CN1CCN(CC(=O)Nc2ccc(C)c(F)c2)CC1. Results: hERG_inhib (hERG inhibition (general)): blocker.